From a dataset of Full USPTO retrosynthesis dataset with 1.9M reactions from patents (1976-2016). Predict the reactants needed to synthesize the given product. (1) The reactants are: [CH3:1][C:2]1[CH:7]=[CH:6][C:5]([S:8]([O:11][C:12]2[CH:16]=[C:15]([CH:17]3[CH2:22][CH2:21][N:20](C(OC(C)(C)C)=O)[CH2:19][CH2:18]3)[O:14][N:13]=2)(=[O:10])=[O:9])=[CH:4][CH:3]=1.[ClH:30]. Given the product [ClH:30].[CH3:1][C:2]1[CH:7]=[CH:6][C:5]([S:8]([O:11][C:12]2[CH:16]=[C:15]([CH:17]3[CH2:22][CH2:21][NH:20][CH2:19][CH2:18]3)[O:14][N:13]=2)(=[O:10])=[O:9])=[CH:4][CH:3]=1, predict the reactants needed to synthesize it. (2) Given the product [CH2:33]([C:14]1[CH:13]=[C:12]([N:11]2[CH:1]=[N:37][N:36]=[N:35]2)[CH:17]=[CH:16][C:15]=1[S:18]([NH:21][C@H:22]1[CH2:27][CH2:26][CH2:25][C@@H:24]([N:28]2[CH:29]=[N:30][N:31]=[CH:32]2)[CH2:23]1)(=[O:20])=[O:19])[CH3:34], predict the reactants needed to synthesize it. The reactants are: [CH:1](OCC)(OCC)OCC.[NH2:11][C:12]1[CH:17]=[CH:16][C:15]([S:18]([NH:21][C@H:22]2[CH2:27][CH2:26][CH2:25][C@@H:24]([N:28]3[CH:32]=[N:31][N:30]=[CH:29]3)[CH2:23]2)(=[O:20])=[O:19])=[C:14]([CH2:33][CH3:34])[CH:13]=1.[N-:35]=[N+:36]=[N-:37].[Na+]. (3) The reactants are: [CH3:1][C:2]1[CH:7]=[C:6]([O:8][CH2:9][C:10]2[C:11]([C:16]3[CH:21]=[CH:20][CH:19]=[CH:18][CH:17]=3)=[N:12][O:13][C:14]=2[CH3:15])[N:5]=[N:4][C:3]=1[C:22]([OH:24])=O.[NH:25]1[CH2:30][CH2:29][S:28](=[O:32])(=[O:31])[CH2:27][CH2:26]1. Given the product [O:31]=[S:28]1(=[O:32])[CH2:29][CH2:30][N:25]([C:22]([C:3]2[N:4]=[N:5][C:6]([O:8][CH2:9][C:10]3[C:11]([C:16]4[CH:21]=[CH:20][CH:19]=[CH:18][CH:17]=4)=[N:12][O:13][C:14]=3[CH3:15])=[CH:7][C:2]=2[CH3:1])=[O:24])[CH2:26][CH2:27]1, predict the reactants needed to synthesize it. (4) Given the product [F:24][C:21]1[CH:22]=[CH:23][C:18]([CH2:17][N:14]2[CH2:15][CH2:16][NH:11][CH2:12][C:13]2=[O:25])=[CH:19][CH:20]=1, predict the reactants needed to synthesize it. The reactants are: C(OC([N:11]1[CH:16]=[CH:15][N:14]([CH2:17][C:18]2[CH:23]=[CH:22][C:21]([F:24])=[CH:20][CH:19]=2)[C:13](=[O:25])[CH2:12]1)=O)C1C=CC=CC=1.